Dataset: Catalyst prediction with 721,799 reactions and 888 catalyst types from USPTO. Task: Predict which catalyst facilitates the given reaction. Reactant: [Cl:1][C:2]1[CH:3]=[C:4]([NH:9][C:10]2[C:11]3[C:18]4[CH2:19][CH2:20][C:21]5([CH2:26][C:17]=4[S:16][C:12]=3[N:13]=[CH:14][N:15]=2)OCC[O:22]5)[CH:5]=[CH:6][C:7]=1[F:8]. Product: [Cl:1][C:2]1[CH:3]=[C:4]([NH:9][C:10]2[C:11]3[C:18]4[CH2:19][CH2:20][C:21](=[O:22])[CH2:26][C:17]=4[S:16][C:12]=3[N:13]=[CH:14][N:15]=2)[CH:5]=[CH:6][C:7]=1[F:8]. The catalyst class is: 86.